This data is from Catalyst prediction with 721,799 reactions and 888 catalyst types from USPTO. The task is: Predict which catalyst facilitates the given reaction. Reactant: [Cl:1][C:2]1[CH:10]=[CH:9][C:5]([C:6](Cl)=[O:7])=[CH:4][CH:3]=1.[NH2:11][C:12]([CH3:26])([CH2:15][N:16]1[CH:25]=[C:19]2[N:20]=[CH:21][C:22]([Br:24])=[CH:23][C:18]2=[N:17]1)[C:13]#[N:14]. Product: [Br:24][C:22]1[CH:21]=[N:20][C:19]2=[CH:25][N:16]([CH2:15][C:12]([NH:11][C:6](=[O:7])[C:5]3[CH:9]=[CH:10][C:2]([Cl:1])=[CH:3][CH:4]=3)([C:13]#[N:14])[CH3:26])[N:17]=[C:18]2[CH:23]=1. The catalyst class is: 1.